This data is from Forward reaction prediction with 1.9M reactions from USPTO patents (1976-2016). The task is: Predict the product of the given reaction. (1) Given the reactants [CH2:1]([C:3]1[N:7]([C:8]2[CH:13]=[CH:12][CH:11]=[CH:10][CH:9]=2)[N:6]=[CH:5][C:4]=1[C:14](=[O:16])[CH3:15])[CH3:2].[BrH:17].BrBr, predict the reaction product. The product is: [Br:17][CH2:15][C:14]([C:4]1[CH:5]=[N:6][N:7]([C:8]2[CH:9]=[CH:10][CH:11]=[CH:12][CH:13]=2)[C:3]=1[CH2:1][CH3:2])=[O:16]. (2) Given the reactants [F:1][C:2]1[CH:3]=[CH:4][C:5]2[N:6]([CH2:16][C@@H:17]3[CH2:19][O:18]3)[C:7]3[C:12]([C:13]=2[CH:14]=1)=[CH:11][C:10]([F:15])=[CH:9][CH:8]=3.[CH2:20]([NH2:23])[CH2:21][NH2:22], predict the reaction product. The product is: [NH2:22][CH2:21][CH2:20][NH:23][CH2:19][C@H:17]([OH:18])[CH2:16][N:6]1[C:7]2[CH:8]=[CH:9][C:10]([F:15])=[CH:11][C:12]=2[C:13]2[C:5]1=[CH:4][CH:3]=[C:2]([F:1])[CH:14]=2. (3) Given the reactants [S:1]1[CH:5]=[CH:4][C:3]2[C:6](=O)[CH2:7][CH2:8][C:2]1=2.[Cl:10][C:11]1[C:16]([Cl:17])=[CH:15][CH:14]=[CH:13][C:12]=1[N:18]=[C:19]=S.C[Si](C)(C)[Si](C)(C)C.[Li].O.[NH2:31][NH2:32], predict the reaction product. The product is: [Cl:10][C:11]1[C:16]([Cl:17])=[CH:15][CH:14]=[CH:13][C:12]=1[NH:18][C:19]1[C:7]2[CH2:8][C:2]3[S:1][CH:5]=[CH:4][C:3]=3[C:6]=2[NH:32][N:31]=1.